This data is from Full USPTO retrosynthesis dataset with 1.9M reactions from patents (1976-2016). The task is: Predict the reactants needed to synthesize the given product. (1) The reactants are: C[O:2][C:3]1[CH:10]=[C:9]([C:11]([F:14])([F:13])[F:12])[CH:8]=[CH:7][C:4]=1[CH:5]=[O:6].[Cl-].[Li+].O.Cl. Given the product [OH:2][C:3]1[CH:10]=[C:9]([C:11]([F:12])([F:13])[F:14])[CH:8]=[CH:7][C:4]=1[CH:5]=[O:6], predict the reactants needed to synthesize it. (2) Given the product [N:1]1[CH:6]=[CH:5][CH:4]=[CH:3][C:2]=1[C:7]1[O:8][C:9]2[CH2:14][CH2:13][N:12]([C:26]3[N:33]=[CH:32][CH:31]=[CH:30][C:27]=3[C:28]#[N:29])[CH2:11][C:10]=2[N:15]=1, predict the reactants needed to synthesize it. The reactants are: [N:1]1[CH:6]=[CH:5][CH:4]=[CH:3][C:2]=1[C:7]1[O:8][C:9]2[CH2:14][CH2:13][NH:12][CH2:11][C:10]=2[N:15]=1.CCN(C(C)C)C(C)C.Cl[C:26]1[N:33]=[CH:32][CH:31]=[CH:30][C:27]=1[C:28]#[N:29]. (3) Given the product [ClH:25].[C:1]([C:5]1[CH:6]=[C:7]([C:11]2[NH:26][C:14]3[CH:15]=[N:16][C:17]([C:19]4[CH:24]=[CH:23][CH:22]=[CH:21][C:20]=4[Cl:25])=[CH:18][C:13]=3[N:12]=2)[N:8]([CH3:10])[N:9]=1)([CH3:4])([CH3:2])[CH3:3], predict the reactants needed to synthesize it. The reactants are: [C:1]([C:5]1[CH:6]=[C:7]([C:11]2[NH:26][C:14]3[CH:15]=[N:16][C:17]([C:19]4[CH:24]=[CH:23][CH:22]=[CH:21][C:20]=4[Cl:25])=[CH:18][C:13]=3[N:12]=2)[N:8]([CH3:10])[N:9]=1)([CH3:4])([CH3:3])[CH3:2].Cl. (4) Given the product [CH2:1]([N:3]1[CH:7]=[C:6]([CH2:8][NH:10][C:11]2[CH:12]=[N:13][C:14]([CH:17]([CH3:18])[CH3:19])=[CH:15][CH:16]=2)[CH:5]=[N:4]1)[CH3:2], predict the reactants needed to synthesize it. The reactants are: [CH2:1]([N:3]1[CH:7]=[C:6]([C:8]([NH:10][C:11]2[CH:12]=[N:13][C:14]([CH:17]([CH3:19])[CH3:18])=[CH:15][CH:16]=2)=O)[CH:5]=[N:4]1)[CH3:2].Cl.C(=O)([O-])O.[Na+]. (5) Given the product [F:13][C:9]1[CH:8]=[C:7]2[C:12]([CH2:2][CH2:3][C:4](=[O:5])[NH:6]2)=[CH:11][CH:10]=1, predict the reactants needed to synthesize it. The reactants are: Cl[CH2:2][CH2:3][C:4]([NH:6][C:7]1[CH:12]=[CH:11][CH:10]=[C:9]([F:13])[CH:8]=1)=[O:5].[Al+3].[Cl-].[Cl-].[Cl-].Cl.